Dataset: CYP3A4 inhibition data for predicting drug metabolism from PubChem BioAssay. Task: Regression/Classification. Given a drug SMILES string, predict its absorption, distribution, metabolism, or excretion properties. Task type varies by dataset: regression for continuous measurements (e.g., permeability, clearance, half-life) or binary classification for categorical outcomes (e.g., BBB penetration, CYP inhibition). Dataset: cyp3a4_veith. (1) The compound is CS(=O)(=O)N1CCN(c2c(Cl)cccc2[N+](=O)[O-])CC1. The result is 0 (non-inhibitor). (2) The molecule is COc1ccc(CCNC(=O)CCN2C(=O)COc3ccc(C)cc32)cc1OC. The result is 1 (inhibitor). (3) The molecule is Cc1c(Cl)c([N+](=O)[O-])nn1CC(=O)Nc1c(C)n(C)n(-c2ccccc2)c1=O. The result is 0 (non-inhibitor). (4) The drug is COc1ccc(/C=C2\NC(=S)N(CC3CCCO3)C2=O)c(OC)c1. The result is 1 (inhibitor). (5) The molecule is O=C(O)c1cccc(C[C@H](Br)C(=O)O)c1. The result is 0 (non-inhibitor).